Dataset: Full USPTO retrosynthesis dataset with 1.9M reactions from patents (1976-2016). Task: Predict the reactants needed to synthesize the given product. (1) Given the product [NH:12]1[C:13]2[C:9](=[CH:8][C:7]([C:5]3[S:4][N:3]=[C:2]([NH:23][CH2:22][C:21]4[CH:24]=[CH:25][C:18]([O:17][CH3:16])=[CH:19][CH:20]=4)[N:6]=3)=[CH:15][CH:14]=2)[CH:10]=[CH:11]1, predict the reactants needed to synthesize it. The reactants are: Cl[C:2]1[N:6]=[C:5]([C:7]2[CH:8]=[C:9]3[C:13](=[CH:14][CH:15]=2)[NH:12][CH:11]=[CH:10]3)[S:4][N:3]=1.[CH3:16][O:17][C:18]1[CH:25]=[CH:24][C:21]([CH2:22][NH2:23])=[CH:20][CH:19]=1. (2) Given the product [F:11][C:8]([F:9])([F:10])[C:5]1[CH:6]=[CH:7][C:2]([O:1][CH2:18][CH:15]([CH2:12][CH2:13][CH3:14])[CH2:16][O:17][C:21]2[CH:26]=[CH:25][C:24]([CH:27]([C:33]#[C:34][CH3:35])[CH2:28][C:29]([OH:31])=[O:30])=[CH:23][CH:22]=2)=[CH:3][CH:4]=1, predict the reactants needed to synthesize it. The reactants are: [OH:1][C:2]1[CH:7]=[CH:6][C:5]([C:8]([F:11])([F:10])[F:9])=[CH:4][CH:3]=1.[CH2:12]([CH:15]([CH2:18]O)[CH2:16][OH:17])[CH2:13][CH3:14].O[C:21]1[CH:26]=[CH:25][C:24]([CH:27]([C:33]#[C:34][CH3:35])[CH2:28][C:29]([O:31]C)=[O:30])=[CH:23][CH:22]=1. (3) Given the product [CH3:9][C:4]1[CH:5]=[CH:6][CH:7]=[CH:8][C:3]=1[CH2:2][NH:10][CH2:11][CH2:12][CH2:13][OH:14], predict the reactants needed to synthesize it. The reactants are: Br[CH2:2][C:3]1[CH:8]=[CH:7][CH:6]=[CH:5][C:4]=1[CH3:9].[NH2:10][CH2:11][CH2:12][CH2:13][OH:14].[OH-].[Na+]. (4) Given the product [NH2:33][C@H:24]([C:23]([OH:22])=[O:28])[CH2:25][C:26]1[N:13]=[CH:8][NH:46][CH:27]=1, predict the reactants needed to synthesize it. The reactants are: C(Cl)CCl.C1C=C[C:8]2[N:13](O)N=NC=2C=1.C1[C@H](N)[C@@H]([O:22][C@H:23]2[O:28][C@H:27](CN)[C@@H:26](O)[C@H:25](O)[C@H:24]2[NH2:33])[C@H](O)[C@@H](O)[C@@H]1N.Cl.C=O.C1[C@H]([NH2:46])[C@@H](O)C(O)[C@@H](O)[C@@H]1N.